Dataset: Reaction yield outcomes from USPTO patents with 853,638 reactions. Task: Predict the reaction yield, written as a fraction of the theoretical maximum amount of product (1.0 means a 100% yield; for example, 0.34 means a 34% yield). (1) The reactants are [CH3:1][O:2][CH2:3][CH2:4][NH:5][CH:6]1[CH2:11][CH2:10][N:9](C(OCC2C=CC=CC=2)=O)[CH2:8][CH2:7]1. The catalyst is C(O)C.[Pd]. The product is [CH3:1][O:2][CH2:3][CH2:4][NH:5][CH:6]1[CH2:11][CH2:10][NH:9][CH2:8][CH2:7]1. The yield is 0.640. (2) The product is [CH:18]1([NH:17][C:13]2[N:12]=[C:11]([C:10]3[C:9]([C:23]4[CH:28]=[CH:27][CH:26]=[C:25]([O:29][CH3:30])[CH:24]=4)=[N:8][N:7]4[C:2]([N:32]([CH3:33])[CH3:31])=[CH:3][CH:4]=[CH:5][C:6]=34)[CH:16]=[CH:15][N:14]=2)[CH2:19][CH2:20][CH2:21][CH2:22]1. The yield is 0.700. The catalyst is CN(C)C=O. The reactants are Cl[C:2]1[N:7]2[N:8]=[C:9]([C:23]3[CH:28]=[CH:27][CH:26]=[C:25]([O:29][CH3:30])[CH:24]=3)[C:10]([C:11]3[CH:16]=[CH:15][N:14]=[C:13]([NH:17][CH:18]4[CH2:22][CH2:21][CH2:20][CH2:19]4)[N:12]=3)=[C:6]2[CH:5]=[CH:4][CH:3]=1.[CH3:31][NH:32][CH3:33].C(OCC)(=O)C.